The task is: Predict the reactants needed to synthesize the given product.. This data is from Full USPTO retrosynthesis dataset with 1.9M reactions from patents (1976-2016). (1) Given the product [CH2:28]([N:11]1[C:12]2[C:17](=[C:16]([F:20])[C:15]([F:21])=[C:14]([N:22]3[CH2:23][CH2:24][CH2:25][CH2:26]3)[C:13]=2[F:27])[C:18](=[O:19])[N:9]([OH:8])[C:10]1=[O:30])[CH3:29], predict the reactants needed to synthesize it. The reactants are: C([O:8][N:9]1[C:18](=[O:19])[C:17]2[C:12](=[C:13]([F:27])[C:14]([N:22]3[CH2:26][CH2:25][CH2:24][CH2:23]3)=[C:15]([F:21])[C:16]=2[F:20])[N:11]([CH2:28][CH3:29])[C:10]1=[O:30])C1C=CC=CC=1.FC(F)(F)C([O-])=O.FC(F)(F)C([O-])=O.FC(F)(F)C([O-])=O.[B+3]. (2) Given the product [Cl:1][C:2]1[CH:3]=[C:4]2[S:9][N:8]=[C:7]([NH:12][C:13]3[CH:18]=[CH:17][CH:16]=[CH:15][C:14]=3[Cl:19])[NH:6][C:5]2=[C:20]([OH:22])[CH:21]=1, predict the reactants needed to synthesize it. The reactants are: [Cl:1][C:2]1[CH:21]=[C:20]([O:22]C)[C:5]2[NH:6][C:7]([NH:12][C:13]3[CH:18]=[CH:17][CH:16]=[CH:15][C:14]=3[Cl:19])=[N:8][S:9](=O)(=O)[C:4]=2[CH:3]=1.B(Br)(Br)Br. (3) Given the product [N+:1]([C:4]1[CH:9]=[CH:8][C:7]([C:10]2([C:11]([O:13][CH2:14][CH3:15])=[O:12])[CH2:27][CH2:26][CH2:25]2)=[CH:6][C:5]=1[O:16][CH2:17][C:18]([F:19])([F:20])[F:21])([O-:3])=[O:2], predict the reactants needed to synthesize it. The reactants are: [N+:1]([C:4]1[CH:9]=[CH:8][C:7]([CH2:10][C:11]([O:13][CH2:14][CH3:15])=[O:12])=[CH:6][C:5]=1[O:16][CH2:17][C:18]([F:21])([F:20])[F:19])([O-:3])=[O:2].[H-].[Na+].Br[CH2:25][CH2:26][CH2:27]Br.[NH4+].[Cl-]. (4) Given the product [Cl:1][C:2]1[N:7]=[C:6]([C:14]2[N:18]3[CH:19]=[CH:20][C:21]([C:23]([F:24])([F:25])[F:26])=[N:22][C:17]3=[N:16][CH:15]=2)[CH:5]=[CH:4][N:3]=1, predict the reactants needed to synthesize it. The reactants are: [Cl:1][C:2]1[N:7]=[C:6](Cl)[CH:5]=[CH:4][N:3]=1.C([Sn](CCCC)(CCCC)[C:14]1[N:18]2[CH:19]=[CH:20][C:21]([C:23]([F:26])([F:25])[F:24])=[N:22][C:17]2=[N:16][CH:15]=1)CCC. (5) Given the product [CH3:25][C:20]1([CH3:26])[C:21]([CH3:24])([CH3:23])[O:22][B:18]([C:2]2[CH:3]=[C:4]3[C:8](=[CH:9][CH:10]=2)[N:7]([C:11]([O:13][C:14]([CH3:17])([CH3:16])[CH3:15])=[O:12])[CH2:6][CH2:5]3)[O:19]1, predict the reactants needed to synthesize it. The reactants are: Br[C:2]1[CH:3]=[C:4]2[C:8](=[CH:9][CH:10]=1)[N:7]([C:11]([O:13][C:14]([CH3:17])([CH3:16])[CH3:15])=[O:12])[CH2:6][CH2:5]2.[B:18]1([B:18]2[O:22][C:21]([CH3:24])([CH3:23])[C:20]([CH3:26])([CH3:25])[O:19]2)[O:22][C:21]([CH3:24])([CH3:23])[C:20]([CH3:26])([CH3:25])[O:19]1.C([O-])(=O)C.[K+]. (6) Given the product [CH:1]([O:50][C:46]1[CH:45]=[C:44]([C:42]2[CH:41]=[CH:40][C:38]3[N:39]=[C:35]([C:27]4[N:26]([CH2:25][O:24][CH2:23][CH2:22][Si:21]([CH3:52])([CH3:51])[CH3:20])[C:30]5[CH:31]=[CH:32][CH:33]=[CH:34][C:29]=5[N:28]=4)[O:36][C:37]=3[CH:43]=2)[CH:49]=[N:48][CH:47]=1)([CH3:6])[CH3:2], predict the reactants needed to synthesize it. The reactants are: [C:1]1(P(C2C=CC=CC=2)C2C=CC=CC=2)[CH:6]=CC=C[CH:2]=1.[CH3:20][Si:21]([CH3:52])([CH3:51])[CH2:22][CH2:23][O:24][CH2:25][N:26]1[C:30]2[CH:31]=[CH:32][CH:33]=[CH:34][C:29]=2[N:28]=[C:27]1[C:35]1[O:36][C:37]2[CH:43]=[C:42]([C:44]3[CH:45]=[C:46]([OH:50])[CH:47]=[N:48][CH:49]=3)[CH:41]=[CH:40][C:38]=2[N:39]=1.C(O)(C)C.N(C(OC(C)C)=O)=NC(OC(C)C)=O.